From a dataset of Reaction yield outcomes from USPTO patents with 853,638 reactions. Predict the reaction yield, written as a fraction of the theoretical maximum amount of product (1.0 means a 100% yield; for example, 0.34 means a 34% yield). (1) The reactants are Br[C:2]1[N:3]([C:22]2[C:31]3[C:26](=[CH:27][CH:28]=[CH:29][CH:30]=3)[C:25]([CH:32]3CC3)=[CH:24][CH:23]=2)[C:4]([S:7]CC(NC2C=CC(C(O)=O)=CC=2Cl)=O)=[N:5][N:6]=1.Cl.NNC(N)=N.C([N:44](C(C)C)CC)(C)C.CN(C)[CH:52]=[O:53]. No catalyst specified. The product is [NH2:44][C:2]1[N:3]([C:22]2[C:27]3[C:26](=[CH:31][CH:30]=[C:29]([O:53][CH3:52])[CH:28]=3)[C:25]([CH3:32])=[CH:24][CH:23]=2)[C:4]([SH:7])=[N:5][N:6]=1. The yield is 0.910. (2) The reactants are [C:1]([N:5]1[C:9]([CH:10]2[CH2:12][CH2:11]2)=[C:8]([C:13]([OH:15])=O)[CH:7]=[N:6]1)([CH3:4])([CH3:3])[CH3:2].C(Cl)(=O)C(Cl)=O.CN(C)C=O.[NH2:27][C:28]1[CH:29]=[C:30]([CH:49]=[CH:50][CH:51]=1)[O:31][C:32]1[CH:46]=[CH:45][C:35]2[N:36]=[C:37]([NH:39][C:40]([CH:42]3[CH2:44][CH2:43]3)=[O:41])[S:38][C:34]=2[C:33]=1[C:47]#[N:48]. The catalyst is O1CCCC1.C(OCC)(=O)C. The product is [C:1]([N:5]1[C:9]([CH:10]2[CH2:11][CH2:12]2)=[C:8]([C:13]([NH:27][C:28]2[CH:51]=[CH:50][CH:49]=[C:30]([O:31][C:32]3[CH:46]=[CH:45][C:35]4[N:36]=[C:37]([NH:39][C:40]([CH:42]5[CH2:44][CH2:43]5)=[O:41])[S:38][C:34]=4[C:33]=3[C:47]#[N:48])[CH:29]=2)=[O:15])[CH:7]=[N:6]1)([CH3:2])([CH3:3])[CH3:4]. The yield is 0.720.